Dataset: Reaction yield outcomes from USPTO patents with 853,638 reactions. Task: Predict the reaction yield, written as a fraction of the theoretical maximum amount of product (1.0 means a 100% yield; for example, 0.34 means a 34% yield). (1) The reactants are [NH2:1][C:2]1[CH:3]=[CH:4][C:5]([CH3:9])=[C:6]([OH:8])[CH:7]=1.C(=O)([O-])O.[Na+].[C:15]([C:17]([C:20]1[CH:21]=[C:22]([CH:26]=[CH:27][CH:28]=1)[C:23](Cl)=[O:24])([CH3:19])[CH3:18])#[N:16]. The catalyst is O1CCCC1.O. The product is [C:15]([C:17]([C:20]1[CH:21]=[C:22]([CH:26]=[CH:27][CH:28]=1)[C:23]([NH:1][C:2]1[CH:3]=[CH:4][C:5]([CH3:9])=[C:6]([OH:8])[CH:7]=1)=[O:24])([CH3:19])[CH3:18])#[N:16]. The yield is 0.940. (2) The reactants are [O:1]1[CH2:6][CH2:5][NH:4][C:3]2[N:7]=[CH:8][CH:9]=[CH:10][C:2]1=2.[C:11](O[C:11]([O:13][C:14]([CH3:17])([CH3:16])[CH3:15])=[O:12])([O:13][C:14]([CH3:17])([CH3:16])[CH3:15])=[O:12].[Li+].C[Si]([N-][Si](C)(C)C)(C)C. The catalyst is C1COCC1. The product is [C:14]([O:13][C:11]([N:4]1[CH2:5][CH2:6][O:1][C:2]2[CH:10]=[CH:9][CH:8]=[N:7][C:3]1=2)=[O:12])([CH3:17])([CH3:16])[CH3:15]. The yield is 0.800. (3) The catalyst is C(Cl)Cl. The reactants are [C:1](OC(=NC1CCCCC1)NC1CCCCC1)([CH3:4])([CH3:3])[CH3:2].[Cl:21][C:22]1[CH:27]=[C:26]([CH2:28][C:29]([OH:31])=[O:30])[CH:25]=[CH:24][N:23]=1. The product is [Cl:21][C:22]1[CH:27]=[C:26]([CH2:28][C:29]([O:31][C:1]([CH3:4])([CH3:3])[CH3:2])=[O:30])[CH:25]=[CH:24][N:23]=1. The yield is 0.770. (4) The reactants are [C:1]1([OH:7])[CH:6]=[CH:5][CH:4]=[CH:3][CH:2]=1.[OH-].[K+].[CH3:10][CH:11](C1C=C(C)C=CC=1S([O-])(=O)=O)[C:12]#[CH:13].O. The catalyst is CCO. The product is [CH3:13][CH:12]([O:7][C:1]1[CH:6]=[CH:5][CH:4]=[CH:3][CH:2]=1)[C:11]#[CH:10]. The yield is 0.500. (5) The reactants are [Br:1][CH2:2][CH2:3][CH2:4][CH2:5][CH2:6][CH2:7][CH2:8][CH2:9][CH2:10][OH:11].C(=O)(O)[O-].[Na+].[Br-].[K+].S(=O)(O)[O-].[Na+]. The catalyst is O.ClCCl. The product is [Br:1][CH2:2][CH2:3][CH2:4][CH2:5][CH2:6][CH2:7][CH2:8][CH2:9][CH:10]=[O:11]. The yield is 0.940. (6) The reactants are [F:1][C:2]1[CH:3]=[C:4]([CH2:9][O:10][CH:11]2[CH2:16][CH2:15][CH2:14][N:13](C(OC(C)(C)C)=O)[CH2:12]2)[CH:5]=[CH:6][C:7]=1[F:8].C(OCC)C. The catalyst is CO. The product is [F:1][C:2]1[CH:3]=[C:4]([CH2:9][O:10][CH:11]2[CH2:16][CH2:15][CH2:14][NH:13][CH2:12]2)[CH:5]=[CH:6][C:7]=1[F:8]. The yield is 0.650.